This data is from Peptide-MHC class II binding affinity with 134,281 pairs from IEDB. The task is: Regression. Given a peptide amino acid sequence and an MHC pseudo amino acid sequence, predict their binding affinity value. This is MHC class II binding data. (1) The peptide sequence is GELQIVDKIDAAFGI. The MHC is DRB3_0202 with pseudo-sequence DRB3_0202. The binding affinity (normalized) is 0.267. (2) The peptide sequence is EKPMNVQSLGWNIIT. The MHC is DRB1_0901 with pseudo-sequence DRB1_0901. The binding affinity (normalized) is 0.820.